This data is from Forward reaction prediction with 1.9M reactions from USPTO patents (1976-2016). The task is: Predict the product of the given reaction. (1) Given the reactants [O:1]1[C@H:5]2[O:6][CH2:7][CH2:8][C@H:4]2[C@@H:3]([O:9][C:10]([NH:12][C@H:13]([C@H:28]([OH:47])[CH2:29][N:30]([S:35]([C:38]2[CH:46]=[CH:45][C:41]3[O:42][CH2:43][O:44][C:40]=3[CH:39]=2)(=[O:37])=[O:36])[CH2:31][CH:32]([CH3:34])[CH3:33])[CH2:14][C:15]2[CH:27]=[CH:26][C:18]([O:19][CH2:20][CH2:21][CH2:22][C:23](O)=[O:24])=[CH:17][CH:16]=2)=[O:11])[CH2:2]1.C([N:51](CC)C(C)C)(C)C.F[P-](F)(F)(F)(F)F.C[N+](C)=C(N(C)C)O.N, predict the reaction product. The product is: [NH2:51][C:23](=[O:24])[CH2:22][CH2:21][CH2:20][O:19][C:18]1[CH:26]=[CH:27][C:15]([CH2:14][C@H:13]([NH:12][C:10](=[O:11])[O:9][C@@H:3]2[C@H:4]3[C@H:5]([O:6][CH2:7][CH2:8]3)[O:1][CH2:2]2)[C@H:28]([OH:47])[CH2:29][N:30]([S:35]([C:38]2[CH:46]=[CH:45][C:41]3[O:42][CH2:43][O:44][C:40]=3[CH:39]=2)(=[O:37])=[O:36])[CH2:31][CH:32]([CH3:33])[CH3:34])=[CH:16][CH:17]=1. (2) Given the reactants [Br:1][C:2]1[C:7]([F:8])=[CH:6][C:5]([CH:9]=[CH:10][C:11]([OH:13])=[O:12])=[C:4]([F:14])[CH:3]=1, predict the reaction product. The product is: [Br:1][C:2]1[C:7]([F:8])=[CH:6][C:5]([CH2:9][CH2:10][C:11]([OH:13])=[O:12])=[C:4]([F:14])[CH:3]=1. (3) Given the reactants [CH3:1][O:2][C:3]1[C:11]([O:12][CH3:13])=[CH:10][C:9]2[C:5](=[CH:6][N:7]([CH2:14][O:15][CH2:16][CH2:17][Si:18]([CH3:21])([CH3:20])[CH3:19])[N:8]=2)[CH:4]=1.[Li]CCCC.[C:27](Cl)(=[O:29])[CH3:28].[NH4+].[Cl-], predict the reaction product. The product is: [CH3:1][O:2][C:3]1[C:11]([O:12][CH3:13])=[CH:10][C:9]2[C:5](=[C:6]([C:27](=[O:29])[CH3:28])[N:7]([CH2:14][O:15][CH2:16][CH2:17][Si:18]([CH3:19])([CH3:21])[CH3:20])[N:8]=2)[CH:4]=1. (4) Given the reactants [C:1]([N:8]1[CH2:11][C:10](=[O:12])[CH2:9]1)([O:3][C:4]([CH3:7])([CH3:6])[CH3:5])=[O:2].[C:13]1([C:19]#[C:20][C:21]2[CH:26]=[CH:25][CH:24]=[CH:23][CH:22]=2)[CH:18]=[CH:17][CH:16]=[CH:15][CH:14]=1, predict the reaction product. The product is: [O:12]=[C:10]1[CH2:9][N:8]([C:1]([O:3][C:4]([CH3:7])([CH3:6])[CH3:5])=[O:2])[CH2:11][C:19]([C:13]2[CH:18]=[CH:17][CH:16]=[CH:15][CH:14]=2)=[C:20]1[C:21]1[CH:22]=[CH:23][CH:24]=[CH:25][CH:26]=1. (5) Given the reactants Cl.[F:2][C:3]1[CH:4]=[C:5]([CH:8]=[CH:9][C:10]=1[NH:11][S:12]([CH3:15])(=[O:14])=[O:13])[CH2:6][NH2:7].[C:16]([C:20]1[N:25]=[CH:24][C:23]([CH:26]=[CH:27][C:28](O)=[O:29])=[C:22]([C:31]([F:34])([F:33])[F:32])[CH:21]=1)([CH3:19])([CH3:18])[CH3:17].CN1C(=O)CCC1, predict the reaction product. The product is: [C:16]([C:20]1[N:25]=[CH:24][C:23]([CH:26]=[CH:27][C:28]([NH:7][CH2:6][C:5]2[CH:8]=[CH:9][C:10]([NH:11][S:12]([CH3:15])(=[O:14])=[O:13])=[C:3]([F:2])[CH:4]=2)=[O:29])=[C:22]([C:31]([F:34])([F:32])[F:33])[CH:21]=1)([CH3:19])([CH3:17])[CH3:18]. (6) Given the reactants Br[C:2]1[C:9]([O:10][CH3:11])=[CH:8][C:7]([F:12])=[CH:6][C:3]=1[C:4]#[N:5].[CH3:13]B(O)O.[O-]P([O-])([O-])=O.[K+].[K+].[K+], predict the reaction product. The product is: [F:12][C:7]1[CH:8]=[C:9]([O:10][CH3:11])[C:2]([CH3:13])=[C:3]([CH:6]=1)[C:4]#[N:5].